This data is from Reaction yield outcomes from USPTO patents with 853,638 reactions. The task is: Predict the reaction yield, written as a fraction of the theoretical maximum amount of product (1.0 means a 100% yield; for example, 0.34 means a 34% yield). (1) The yield is 0.470. The product is [Cl:1][C:2]1[CH:7]=[CH:6][C:5]([C:8]2([CH2:26][NH2:27])[CH2:9][CH2:10][N:11]([C:14]3[CH:19]=[CH:18][N:17]=[C:16]4[NH:23][CH:24]=[CH:25][C:15]=34)[CH2:12][CH2:13]2)=[CH:4][CH:3]=1. The reactants are [Cl:1][C:2]1[CH:7]=[CH:6][C:5]([C:8]2([CH2:26][N:27]3C(=O)C4C(=CC=CC=4)C3=O)[CH2:13][CH2:12][N:11]([C:14]3[C:19](C(O)=O)=[CH:18][N:17]=[C:16]4[NH:23][CH:24]=[CH:25][C:15]=34)[CH2:10][CH2:9]2)=[CH:4][CH:3]=1. The catalyst is O. (2) The reactants are S(Cl)([Cl:3])=O.O[CH:6]([NH:12][C:13](=[O:18])[C:14]([CH3:17])([CH3:16])[CH3:15])[C:7]([O:9][CH2:10][CH3:11])=[O:8].CN(C)C=O. The catalyst is C(Cl)Cl. The product is [Cl:3][CH:6]([NH:12][C:13](=[O:18])[C:14]([CH3:17])([CH3:16])[CH3:15])[C:7]([O:9][CH2:10][CH3:11])=[O:8]. The yield is 0.640. (3) The reactants are [NH2:1][C:2]1[C:11]2[CH:10]=[CH:9][CH:8]=[C:7](Br)[C:6]=2[N:5]=[C:4]2[CH2:13][N:14]([CH:17]3[CH2:21][CH2:20][CH2:19][CH2:18]3)[C:15](=[O:16])[C:3]=12.[CH3:22][O:23][C:24]1[N:29]=[CH:28][C:27](B(O)O)=[CH:26][CH:25]=1. No catalyst specified. The product is [NH2:1][C:2]1[C:11]2[CH:10]=[CH:9][CH:8]=[C:7]([C:27]3[CH:28]=[N:29][C:24]([O:23][CH3:22])=[CH:25][CH:26]=3)[C:6]=2[N:5]=[C:4]2[CH2:13][N:14]([CH:17]3[CH2:21][CH2:20][CH2:19][CH2:18]3)[C:15](=[O:16])[C:3]=12. The yield is 0.570. (4) The reactants are [C:1]([OH:6])(=[O:5])C(C)=O.C(O[CH:10]([O:14][CH2:15][CH3:16])[O:11][CH2:12][CH3:13])C.S(=O)(=O)(O)O.Cl[CH2:23]Cl. No catalyst specified. The product is [CH2:15]([O:14][C:10]([O:11][CH2:12][CH3:13])([CH3:23])[C:1]([OH:6])=[O:5])[CH3:16]. The yield is 1.00. (5) The yield is 0.820. The reactants are O=[C:2]([C:32]1[CH:37]=[CH:36][CH:35]=[CH:34][CH:33]=1)[CH2:3][NH:4][C:5]([C:7]1[N:8]=[N:9][C:10]([N:13]2[CH2:18][CH2:17][N:16]([C:19](=[O:31])[C:20]3[CH:25]=[C:24]([F:26])[CH:23]=[CH:22][C:21]=3[C:27]([F:30])([F:29])[F:28])[CH2:15][CH2:14]2)=[CH:11][CH:12]=1)=[O:6]. The catalyst is S(=O)(=O)(O)O. The product is [F:26][C:24]1[CH:23]=[CH:22][C:21]([C:27]([F:29])([F:28])[F:30])=[C:20]([C:19]([N:16]2[CH2:17][CH2:18][N:13]([C:10]3[N:9]=[N:8][C:7]([C:5]4[O:6][C:2]([C:32]5[CH:33]=[CH:34][CH:35]=[CH:36][CH:37]=5)=[CH:3][N:4]=4)=[CH:12][CH:11]=3)[CH2:14][CH2:15]2)=[O:31])[CH:25]=1. (6) The reactants are [Cl:1][C:2]1[CH:3]=[C:4]([C:9]2([C:14](O)=O)[CH2:13][CH2:12][CH2:11][CH2:10]2)[CH:5]=[CH:6][C:7]=1[Cl:8].[CH3:17][NH2:18]. The yield is 0.490. The product is [Cl:1][C:2]1[CH:3]=[C:4]([C:9]2([CH2:14][NH:18][CH3:17])[CH2:13][CH2:12][CH2:11][CH2:10]2)[CH:5]=[CH:6][C:7]=1[Cl:8]. No catalyst specified. (7) The reactants are [NH:1]1[C:9]2[C:4](=[CH:5][CH:6]=[CH:7][CH:8]=2)[C:3]([CH2:10][C@H:11]([NH:35][S:36]([C:39]2[CH:44]=[CH:43][C:42]([N+:45]([O-:47])=[O:46])=[CH:41][CH:40]=2)(=[O:38])=[O:37])[CH2:12][N:13]([C:20]2[O:24][N:23]=[C:22]([C:25]3[CH:26]=[C:27]4[C:32](=[CH:33][CH:34]=3)[CH:31]=[N:30][CH:29]=[CH:28]4)[CH:21]=2)C(=O)OCC=C)=[CH:2]1.C[Si](C)(C)NO[Si](C)(C)C. The catalyst is C(Cl)Cl.C1C=CC([P]([Pd]([P](C2C=CC=CC=2)(C2C=CC=CC=2)C2C=CC=CC=2)([P](C2C=CC=CC=2)(C2C=CC=CC=2)C2C=CC=CC=2)[P](C2C=CC=CC=2)(C2C=CC=CC=2)C2C=CC=CC=2)(C2C=CC=CC=2)C2C=CC=CC=2)=CC=1. The product is [NH:1]1[C:9]2[C:4](=[CH:5][CH:6]=[CH:7][CH:8]=2)[C:3]([CH2:10][C@H:11]([NH:35][S:36]([C:39]2[CH:40]=[CH:41][C:42]([N+:45]([O-:47])=[O:46])=[CH:43][CH:44]=2)(=[O:37])=[O:38])[CH2:12][NH:13][C:20]2[O:24][N:23]=[C:22]([C:25]3[CH:26]=[C:27]4[C:32](=[CH:33][CH:34]=3)[CH:31]=[N:30][CH:29]=[CH:28]4)[CH:21]=2)=[CH:2]1. The yield is 0.860. (8) The reactants are [F:1][C:2]1[CH:3]=[N:4][C:5]([C:8]([NH:10][C:11](=[O:13])[CH3:12])=[CH2:9])=[N:6][CH:7]=1. The catalyst is CO. The product is [F:1][C:2]1[CH:7]=[N:6][C:5]([C@@H:8]([NH:10][C:11](=[O:13])[CH3:12])[CH3:9])=[N:4][CH:3]=1. The yield is 0.950.